From a dataset of Experimentally validated miRNA-target interactions with 360,000+ pairs, plus equal number of negative samples. Binary Classification. Given a miRNA mature sequence and a target amino acid sequence, predict their likelihood of interaction. (1) The miRNA is hsa-miR-1268a with sequence CGGGCGUGGUGGUGGGGG. The protein sequence of the target gene is MDKFVIRTPRIQNSPKKKLGEKVYKQATIESLKRVVVIEDIKRWKTMLELPDQTKENLVAALQELKKKMPSREVLRSTRIGHAVNKMRRHSDPEVAGLAKEVYTEWKTFIEKHLDRPSIEVRSDPKTESFRKNAQKLLSEALELKMDHLLVENIERETFHLCSRLINGPYRRTVRALVFTLKHRAEIREQVKSGALPVGTFVQTHKK. Result: 0 (no interaction). (2) The miRNA is hsa-miR-4739 with sequence AAGGGAGGAGGAGCGGAGGGGCCCU. The protein sequence of the target gene is MSAWTMGAQGLDKRGSFFKLIDTIASEIGELKREMVQTDISRENGLEPSETHSMVRHKDGGYSEDKDGKTCPRDSGYDSLSNRLSILDRLLHTHPIWLQLSLSEEEAAEVLQAQPPGIFLVRKSSKMQKKVLSLRLPCEFGAPLKEFTIKESTYTFSLEGSGISFADLFRLIAFYCISRDVLPFTLKLPYAISTAKTESQLEELAQLGLNFWSSSADNKPLNSPPPHRPLPSAGICPASLRQLCLINGVHSIKTRTPSELECSQTNGALCFINPLFLKVHSQDLSTGPKRPSTRTPNANG.... Result: 0 (no interaction). (3) Result: 0 (no interaction). The protein sequence of the target gene is MVGEMEAKEKPKPSPDYLMQLMNDKKLMSSLPNFCGIFNHLERLLDEEISRVRKDMYNDTLNGSTEKRSAELPDAVGPIVQLQEKLYVPVKEYPDFNFVGRILGPRGLTAKQLEAETGCKIMVRGKGSMRDKKKEEQNRGKPNWEHLNEDLHVLITVEDAQNRAEIKLKRAVEEVKKLLIPAAEGEDSLKKMQLMELAILNGTYRDANIKSPALAFSLAATAQAPRIITGPAPVLPPAALRTPTPAGPTIMPLIRQIQTAVMPNGTPHPTAAIVPPGPEAGLIYTPYEYPYTLAPATSIL.... The miRNA is hsa-miR-4782-5p with sequence UUCUGGAUAUGAAGACAAUCAA. (4) The protein sequence of the target gene is MGKCSGRCTLVAFCCLQLVAALQRQIFDFLGYQWAPILANFLHIMAVILGIFGTVQYRSRYLILYAAWLVLWVGWNAFIICFYLEVGQLSQDRDFIMTFNTSLHRSWWMENGPGCLVTPVLNSRLALEDHHVISVTGCLLDYPYIEALSSALQIFLALFGFVFACYVSKVFLEEEDSFDFIGGFDSYGYQAPQKTSHLQLQPLYTSG. Result: 0 (no interaction). The miRNA is hsa-miR-3663-3p with sequence UGAGCACCACACAGGCCGGGCGC. (5) The miRNA is hsa-miR-7-2-3p with sequence CAACAAAUCCCAGUCUACCUAA. The protein sequence of the target gene is MAAVAPAGPGDSASAALDELSLNFTYGAPGAGNGSLSGDWYRRNQIHLFGVLLAILGNLVISISLNIQKYSHLQLAQQEHPRPYFKSVLWWGGVLLMAVGETGNFAAYGFAPITLIAPLGCVSVTGSAIISVTFLKDNLRASDLLGTTLAFAGTYLLVNFAPNITQAISARTVQYYLVGWQFLIYVILEILIFCILLYFYKRKGMKHMVILLTLVAILASLTVISVKAVSGMITFSVMDKMQLTYPIFYIMFIIMIASCVFQVKFLNQATKLYNTTTVVPVNHIFFTISAIIAGIIFYQE.... Result: 0 (no interaction). (6) The miRNA is hsa-miR-4724-5p with sequence AACUGAACCAGGAGUGAGCUUCG. The protein sequence of the target gene is MSDERRLPGSAVGWLVCGGLSLLANAWGILSVGAKQKKWKPLEFLLCTLAATHMLNVAVPIATYSVVQLRRQRPDFEWNEGLCKVFVSTFYTLTLATCFSVTSLSYHRMWMVCWPVNYRLSNAKKQAVHTVMGIWMVSFILSALPAVGWHDTSERFYTHGCRFIVAEIGLGFGVCFLLLVGGSVAMGVICTAIALFQTLAVQVGRQADRRAFTVPTIVVEDAQGKRRSSIDGSEPAKTSLQTTGLVTTIVFIYDCLMGFPVLVVSFSSLRADASAPWMALCVLWCSVAQALLLPVFLWAC.... Result: 0 (no interaction). (7) The miRNA is hsa-miR-1908-3p with sequence CCGGCCGCCGGCUCCGCCCCG. The protein sequence of the target gene is MTSAAELKKPPLAPKPKLVGTNNKPPPPPIAPKPDIGSASVPRLTKKTKPAIAPKPKVPTNSVVQDIKHPPSKKPTLNLEEREPELPESTGKSNCKDVRDPHSDYILPTCSCSSGCIHEPRTRETQCVEQLVLEPLGMKENLENSKNGESSKRGSSWDSSSEKCRGQSGVVLKASILEEKLKEVLTQQRSPCGSPGRHRAPKKPEMNGDHSCTRQIRIEFADVSSSLTGFEKVPAHHNCHPQLPRDESQTLKTCQDGSAESRGHTDSCEPENKRVASDGISQKTEVKGLGPLEIHLLPYT.... Result: 0 (no interaction). (8) The miRNA is hsa-miR-181a-5p with sequence AACAUUCAACGCUGUCGGUGAGU. The protein sequence of the target gene is MYTLLSGLYKYMFQKDEYCILILGLDNAGKTTFLEQSKTRFNKNYKGMSLSKITTTVGLNIGTVDVGKARLMFWDLGGQEELQSLWDKYYAECHGVIYVIDSTDEERLAESKQAFEKVVTSEALCGVPVLVLANKQDVETCLSIPDIKTAFSDCTSKIGRRDCLTQACSALTGKGVREGIEWMVKCVVRNVHRPPRQRDIT. Result: 0 (no interaction). (9) The miRNA is hsa-miR-4505 with sequence AGGCUGGGCUGGGACGGA. The protein sequence of the target gene is MTANGTAEAVQIQFGLINCGNKYLTAEAFGFKVNASASSLKKKQIWTLEQPPDEAGSAAVCLRSHLGRYLAADKDGNVTCEREVPGPDCRFLIVAHDDGRWSLQSEAHRRYFGGTEDRLSCFAQTVSPAEKWSVHIAMHPQVNIYSVTRKRYAHLSARPADEIAVDRDVPWGVDSLITLAFQDQRYSVQTADHRFLRHDGRLVARPEPATGYTLEFRSGKVAFRDCEGRYLAPSGPSGTLKAGKATKVGKDELFALEQSCAQVVLQAANERNVSTRQGMDLSANQDEETDQETFQLEIDR.... Result: 1 (interaction). (10) The miRNA is hsa-miR-6788-5p with sequence CUGGGAGAAGAGUGGUGAAGA. The protein sequence of the target gene is MGCDGRVSGLLRRNLQPTLTYWSVFFSFGLCIAFLGPTLLDLRCQTHSSLPQISWVFFSQQLCLLLGSALGGVFKRTLAQSLWALFTSSLAISLVFAVIPFCRDVKVLASVMALAGLAMGCIDTVANMQLVRMYQKDSAVFLQVLHFFVGFGALLSPLIADPFLSEANCLPANSTANTTSRGHLFHVSRVLGQHHVDAKPWSNQTFPGLTPKDGAGTRVSYAFWIMALINLPVPMAVLMLLSKERLLTCCPQRRPLLLSADELALETQPPEKEDASSLPPKFQSHLGHEDLFSCCQRKNL.... Result: 1 (interaction).